Task: Predict the reaction yield, written as a fraction of the theoretical maximum amount of product (1.0 means a 100% yield; for example, 0.34 means a 34% yield).. Dataset: Reaction yield outcomes from USPTO patents with 853,638 reactions (1) The reactants are [C:1]([O:5][C:6]([NH:8][C@@H:9]([CH:13]1[CH2:18][CH2:17][CH2:16][CH2:15][CH2:14]1)[C:10]([OH:12])=O)=[O:7])([CH3:4])([CH3:3])[CH3:2].CN(C(ON1N=N[C:29]2[CH:30]=[CH:31][CH:32]=[CH:33][C:28]1=2)=[N+](C)C)C.F[P-](F)(F)(F)(F)F.C1C=CC2[N:51](O)[N:50]=[N:49][C:47]=2C=1.[CH:53]([N:56]([CH:59]([CH3:61])[CH3:60])CC)([CH3:55])C.CC([N:65](C)C)=O. The catalyst is C(Cl)Cl. The product is [C:1]([O:5][C:6](=[O:7])[NH:8][CH:9]([CH:13]1[CH2:18][CH2:17][CH2:16][CH2:15][CH2:14]1)[C:10]([N:56]1[CH2:53][CH2:55][CH2:61][C@H:59]1[C:60]1[N:51]=[N:50][N:49]([CH2:47][C:28]2[CH:29]=[CH:30][CH:31]=[CH:32][CH:33]=2)[N:65]=1)=[O:12])([CH3:2])([CH3:3])[CH3:4]. The yield is 0.920. (2) The reactants are [N+:1]([C:4]1[CH:9]=[CH:8][C:7]([C@H:10]([NH:12][C:13](=[O:19])[O:14][C:15]([CH3:18])([CH3:17])[CH3:16])[CH3:11])=[CH:6][CH:5]=1)([O-])=O. The catalyst is CO.[Pd]. The product is [NH2:1][C:4]1[CH:9]=[CH:8][C:7]([C@H:10]([NH:12][C:13](=[O:19])[O:14][C:15]([CH3:18])([CH3:17])[CH3:16])[CH3:11])=[CH:6][CH:5]=1. The yield is 0.780.